Dataset: Forward reaction prediction with 1.9M reactions from USPTO patents (1976-2016). Task: Predict the product of the given reaction. Given the reactants [Cl:1][C:2]1[C:11]2[N:10]([CH3:12])[O:9][C@H:8]3[NH:13][C@H:14]([C:16]([O:18][C@@H:19]4[C@:28]5([OH:29])[C@H:23]([C@H:24]([C:31]([CH3:33])=[CH2:32])[CH2:25][CH2:26][C@H:27]5[CH3:30])[CH:22]=[C:21]([CH3:34])[C@H:20]4[O:35][C:36](=[O:38])[CH3:37])=[O:17])[CH2:15][C@@:7]3([OH:39])[C:6]=2[CH:5]=[CH:4][CH:3]=1.[H][H], predict the reaction product. The product is: [Cl:1][C:2]1[C:11]2[N:10]([CH3:12])[O:9][C@H:8]3[NH:13][C@H:14]([C:16]([O:18][C@@H:19]4[C@:28]5([OH:29])[C@@H:23]([C@H:24]([CH:31]([CH3:32])[CH3:33])[CH2:25][CH2:26][C@H:27]5[CH3:30])[CH:22]=[C:21]([CH3:34])[C@H:20]4[O:35][C:36](=[O:38])[CH3:37])=[O:17])[CH2:15][C@@:7]3([OH:39])[C:6]=2[CH:5]=[CH:4][CH:3]=1.